Dataset: Reaction yield outcomes from USPTO patents with 853,638 reactions. Task: Predict the reaction yield, written as a fraction of the theoretical maximum amount of product (1.0 means a 100% yield; for example, 0.34 means a 34% yield). (1) The reactants are [F:1][C:2]1[CH:3]=[C:4]([CH:44]=[CH:45][CH:46]=1)[CH2:5][N:6]1[C:10]([CH3:11])=[C:9]([C:12]2[C:20]3[C:15](=[N:16][CH:17]=[C:18]([C:21]4[CH:26]=[CH:25][CH:24]=[C:23]([N:27]5[CH2:32][CH2:31][NH:30][CH2:29][CH2:28]5)[CH:22]=4)[CH:19]=3)[N:14]([S:33]([C:36]3[CH:42]=[CH:41][C:39]([CH3:40])=[CH:38][CH:37]=3)(=[O:35])=[O:34])[CH:13]=2)[C:8]([CH3:43])=[N:7]1.Br[CH2:48][CH2:49][OH:50].C(=O)([O-])[O-].[K+].[K+]. The catalyst is CN(C=O)C. The product is [F:1][C:2]1[CH:3]=[C:4]([CH:44]=[CH:45][CH:46]=1)[CH2:5][N:6]1[C:10]([CH3:11])=[C:9]([C:12]2[C:20]3[C:15](=[N:16][CH:17]=[C:18]([C:21]4[CH:22]=[C:23]([N:27]5[CH2:28][CH2:29][N:30]([CH2:48][CH2:49][OH:50])[CH2:31][CH2:32]5)[CH:24]=[CH:25][CH:26]=4)[CH:19]=3)[N:14]([S:33]([C:36]3[CH:37]=[CH:38][C:39]([CH3:40])=[CH:41][CH:42]=3)(=[O:34])=[O:35])[CH:13]=2)[C:8]([CH3:43])=[N:7]1. The yield is 0.845. (2) The reactants are [Cl:1][C:2]1[CH:7]=[CH:6][CH:5]=[CH:4][C:3]=1[C@H:8]([NH2:10])[CH3:9].Br[CH2:12][C:13]1[CH:22]=[CH:21][C:16]([C:17]([O:19][CH3:20])=[O:18])=[CH:15][CH:14]=1.C([O-])([O-])=O.[K+].[K+]. The catalyst is CN(C=O)C.C(OCC)(=O)C.[Cl-].[Na+].O. The product is [Cl:1][C:2]1[CH:7]=[CH:6][CH:5]=[CH:4][C:3]=1[C@H:8]([NH:10][CH2:12][C:13]1[CH:22]=[CH:21][C:16]([C:17]([O:19][CH3:20])=[O:18])=[CH:15][CH:14]=1)[CH3:9]. The yield is 0.990. (3) The reactants are [CH:1]([O:4][C:5]1[CH:10]=[CH:9][C:8](B(O)O)=[CH:7][CH:6]=1)([CH3:3])[CH3:2].Br[C:15]1[C:20](=[O:21])[N:19]([CH2:22][C:23]2[CH:28]=[CH:27][C:26]([C:29]3[C:30]([C:35]#[N:36])=[CH:31][CH:32]=[CH:33][CH:34]=3)=[CH:25][CH:24]=2)[C:18]([CH2:37][CH2:38][CH2:39][CH3:40])=[N:17][C:16]=1[CH3:41]. The catalyst is O1CCOCC1.C(=O)([O-])[O-].[Cs+].[Cs+].C(OCC)(=O)C.C1C=CC(P(C2C=CC=CC=2)[C-]2C=CC=C2)=CC=1.C1C=CC(P(C2C=CC=CC=2)[C-]2C=CC=C2)=CC=1.Cl[Pd]Cl.[Fe+2]. The product is [CH2:37]([C:18]1[N:19]([CH2:22][C:23]2[CH:24]=[CH:25][C:26]([C:29]3[C:30]([C:35]#[N:36])=[CH:31][CH:32]=[CH:33][CH:34]=3)=[CH:27][CH:28]=2)[C:20](=[O:21])[C:15]([C:8]2[CH:9]=[CH:10][C:5]([O:4][CH:1]([CH3:3])[CH3:2])=[CH:6][CH:7]=2)=[C:16]([CH3:41])[N:17]=1)[CH2:38][CH2:39][CH3:40]. The yield is 0.990. (4) The reactants are [CH3:1][O:2][C:3]1[CH:4]=[C:5]([C:8]([O:11][CH2:12][C:13]2[C:14]([C:19]3[N:23](C4CCCCO4)[N:22]=[CH:21][C:20]=3[CH3:30])=[N:15][CH:16]=[CH:17][CH:18]=2)=[CH:9][N:10]=1)[CH:6]=[O:7].Cl. The catalyst is CCO. The product is [CH3:1][O:2][C:3]1[CH:4]=[C:5]([C:8]([O:11][CH2:12][C:13]2[C:14]([C:19]3[NH:23][N:22]=[CH:21][C:20]=3[CH3:30])=[N:15][CH:16]=[CH:17][CH:18]=2)=[CH:9][N:10]=1)[CH:6]=[O:7]. The yield is 0.460. (5) The reactants are [NH2:1][C:2]1[C:10]([O:11][CH3:12])=[C:9]2[C:5]([CH2:6][CH2:7][C:8]2=[CH:13][C:14]#[N:15])=[CH:4][CH:3]=1.N.C(O)C. The catalyst is C(O)C.[Co]. The product is [NH2:15][CH2:14][CH:13]=[C:8]1[C:9]2[C:5](=[CH:4][CH:3]=[C:2]([NH2:1])[C:10]=2[O:11][CH3:12])[CH2:6][CH2:7]1. The yield is 0.990. (6) The reactants are Cl[C:2]1[N:7]=[C:6]([C:8]2[S:12][C:11]([CH:13]([CH3:15])[CH3:14])=[N:10][C:9]=2[C:16]2[CH:17]=[C:18]([NH:22][S:23]([C:26]3[CH:31]=[CH:30][CH:29]=[C:28]([F:32])[CH:27]=3)(=[O:25])=[O:24])[CH:19]=[CH:20][CH:21]=2)[CH:5]=[CH:4][N:3]=1.[NH2:33][CH2:34][C:35]([OH:37])=[O:36].C([O-])([O-])=O.[K+].[K+]. The catalyst is C(O)CCC. The product is [F:32][C:28]1[CH:27]=[C:26]([S:23]([NH:22][C:18]2[CH:17]=[C:16]([C:9]3[N:10]=[C:11]([CH:13]([CH3:15])[CH3:14])[S:12][C:8]=3[C:6]3[CH:5]=[CH:4][N:3]=[C:2]([NH:33][CH2:34][C:35]([OH:37])=[O:36])[N:7]=3)[CH:21]=[CH:20][CH:19]=2)(=[O:25])=[O:24])[CH:31]=[CH:30][CH:29]=1. The yield is 0.228. (7) The reactants are [NH:1]1[C:9]2[C:4](=[CH:5][C:6]([NH:10][C:11](=[O:24])[CH:12]([N:18]3[CH2:23][CH2:22][CH2:21][CH2:20][CH2:19]3)[C:13]3[CH:17]=[CH:16][S:15][CH:14]=3)=[CH:7][CH:8]=2)[CH:3]=[N:2]1.C([O-])([O-])=O.[K+].[K+].[I:31]I. The catalyst is CN(C=O)C. The product is [I:31][C:3]1[C:4]2[C:9](=[CH:8][CH:7]=[C:6]([NH:10][C:11](=[O:24])[CH:12]([N:18]3[CH2:19][CH2:20][CH2:21][CH2:22][CH2:23]3)[C:13]3[CH:17]=[CH:16][S:15][CH:14]=3)[CH:5]=2)[NH:1][N:2]=1. The yield is 0.440.